Predict the product of the given reaction. From a dataset of Forward reaction prediction with 1.9M reactions from USPTO patents (1976-2016). (1) Given the reactants [CH2:1]([C:4]1[CH:9]=[CH:8][C:7]([OH:10])=[C:6]([N+:11]([O-])=O)[CH:5]=1)[CH2:2][CH3:3].[H][H], predict the reaction product. The product is: [NH2:11][C:6]1[CH:5]=[C:4]([CH2:1][CH2:2][CH3:3])[CH:9]=[CH:8][C:7]=1[OH:10]. (2) Given the reactants [C:1]([O:5][C:6]([N:8]1[CH2:20][C@@H:19]([CH3:21])[N:18]2[C@H:10]([CH2:11][C:12]3[C:17]2=[N:16][C:15]([CH2:22][O:23][CH2:24][CH3:25])=[CH:14][CH:13]=3)[CH2:9]1)=[O:7])([CH3:4])([CH3:3])[CH3:2].[Br:26]N1C(=O)CCC1=O, predict the reaction product. The product is: [C:1]([O:5][C:6]([N:8]1[CH2:20][C@@H:19]([CH3:21])[N:18]2[C@H:10]([CH2:11][C:12]3[C:17]2=[N:16][C:15]([CH2:22][O:23][CH2:24][CH3:25])=[C:14]([Br:26])[CH:13]=3)[CH2:9]1)=[O:7])([CH3:3])([CH3:2])[CH3:4]. (3) Given the reactants [C:1]([N:8]1[CH2:13][CH2:12][C:11](=O)[CH2:10][CH2:9]1)([O:3][C:4]([CH3:7])([CH3:6])[CH3:5])=[O:2].[NH:15]1[CH2:20][CH2:19][O:18][CH2:17][CH2:16]1.C[Si]([C:25]#[N:26])(C)C, predict the reaction product. The product is: [C:4]([O:3][C:1]([N:8]1[CH2:13][CH2:12][C:11]([C:25]#[N:26])([N:15]2[CH2:20][CH2:19][O:18][CH2:17][CH2:16]2)[CH2:10][CH2:9]1)=[O:2])([CH3:7])([CH3:6])[CH3:5]. (4) Given the reactants [F:1][C:2]1[CH:7]=[CH:6][C:5]([I:8])=[CH:4][C:3]=1[N+:9]([O-])=O, predict the reaction product. The product is: [F:1][C:2]1[CH:7]=[CH:6][C:5]([I:8])=[CH:4][C:3]=1[NH2:9]. (5) The product is: [CH2:1]1[C:9]2[C:4](=[CH:5][CH:6]=[CH:7][CH:8]=2)[CH2:3][CH:2]1[NH:10][C:11]1[N:12]=[C:13]2[C:18](=[CH:19][CH:20]=1)[N:17]([CH2:28][CH3:29])[CH:16]=[C:15]([C:21]([O:23][CH2:24][CH3:25])=[O:22])[C:14]2=[O:26]. Given the reactants [CH2:1]1[C:9]2[C:4](=[CH:5][CH:6]=[CH:7][CH:8]=2)[CH2:3][CH:2]1[NH:10][C:11]1[N:12]=[C:13]2[C:18](=[CH:19][CH:20]=1)[NH:17][CH:16]=[C:15]([C:21]([O:23][CH2:24][CH3:25])=[O:22])[C:14]2=[O:26].I[CH2:28][CH3:29].C(=O)([O-])[O-].[K+].[K+].Cl, predict the reaction product.